Task: Regression. Given a peptide amino acid sequence and an MHC pseudo amino acid sequence, predict their binding affinity value. This is MHC class I binding data.. Dataset: Peptide-MHC class I binding affinity with 185,985 pairs from IEDB/IMGT (1) The peptide sequence is QLWTALISL. The MHC is HLA-A02:17 with pseudo-sequence HLA-A02:17. The binding affinity (normalized) is 0.496. (2) The binding affinity (normalized) is 0. The MHC is Mamu-B03 with pseudo-sequence Mamu-B03. The peptide sequence is RFPRAHKY.